From a dataset of Full USPTO retrosynthesis dataset with 1.9M reactions from patents (1976-2016). Predict the reactants needed to synthesize the given product. (1) Given the product [C:45]([C:42]1[CH:43]=[CH:44][C:39]([C:31]([NH:30][C:28]([CH2:27][CH2:26][NH:25][C:5]([C:4]2[CH:3]=[C:2]([O:1][S:12]([CH3:11])(=[O:14])=[O:13])[CH:10]=[CH:9][CH:8]=2)=[O:7])=[O:29])([C:33]2[N:34]([CH3:38])[CH:35]=[N:36][CH:37]=2)[CH3:32])=[CH:40][C:41]=1[F:47])#[N:46], predict the reactants needed to synthesize it. The reactants are: [OH:1][C:2]1[CH:3]=[C:4]([CH:8]=[CH:9][CH:10]=1)[C:5]([OH:7])=O.[CH3:11][S:12](Cl)(=[O:14])=[O:13].C(N(CC)CC)C.Cl.Cl.[NH2:25][CH2:26][CH2:27][C:28]([NH:30][C:31]([C:39]1[CH:44]=[CH:43][C:42]([C:45]#[N:46])=[C:41]([F:47])[CH:40]=1)([C:33]1[N:34]([CH3:38])[CH:35]=[N:36][CH:37]=1)[CH3:32])=[O:29]. (2) Given the product [C:1]([NH:9][C:10]1[CH:11]=[C:12]([NH:17][C:18](=[O:26])[C:19]2[CH:24]=[CH:23][C:22]([N:32]3[CH2:31][CH2:30][NH:29][C@H:28]([CH3:27])[CH2:33]3)=[N:21][CH:20]=2)[CH:13]=[CH:14][C:15]=1[Cl:16])(=[O:8])[C:2]1[CH:7]=[CH:6][CH:5]=[CH:4][CH:3]=1, predict the reactants needed to synthesize it. The reactants are: [C:1]([NH:9][C:10]1[CH:11]=[C:12]([NH:17][C:18](=[O:26])[C:19]2[CH:24]=[CH:23][C:22](Cl)=[N:21][CH:20]=2)[CH:13]=[CH:14][C:15]=1[Cl:16])(=[O:8])[C:2]1[CH:7]=[CH:6][CH:5]=[CH:4][CH:3]=1.[CH3:27][C@@H:28]1[CH2:33][NH:32][CH2:31][CH2:30][NH:29]1.